Predict the reactants needed to synthesize the given product. From a dataset of Full USPTO retrosynthesis dataset with 1.9M reactions from patents (1976-2016). (1) The reactants are: [CH3:1][O:2][C:3](=[O:38])[C:4]([O:7][C:8]1[CH:13]=[CH:12][C:11]([O:14][CH2:15][CH2:16][CH:17]([NH:23][C:24]([C:26]2[CH:31]=[CH:30][C:29]([C:32]3[CH:37]=[CH:36][CH:35]=[CH:34][CH:33]=3)=[CH:28][CH:27]=2)=[O:25])[C:18](=O)[CH2:19][CH2:20][CH3:21])=[CH:10][CH:9]=1)([CH3:6])[CH3:5].P(Cl)(Cl)(Cl)=O.O.[OH-].[Na+]. Given the product [CH3:1][O:2][C:3](=[O:38])[C:4]([O:7][C:8]1[CH:13]=[CH:12][C:11]([O:14][CH2:15][CH2:16][C:17]2[N:23]=[C:24]([C:26]3[CH:31]=[CH:30][C:29]([C:32]4[CH:33]=[CH:34][CH:35]=[CH:36][CH:37]=4)=[CH:28][CH:27]=3)[O:25][C:18]=2[CH2:19][CH2:20][CH3:21])=[CH:10][CH:9]=1)([CH3:6])[CH3:5], predict the reactants needed to synthesize it. (2) Given the product [NH2:8][C:5]1[CH:6]=[CH:7][C:2]([Cl:1])=[CH:3][C:4]=1[CH:16]([C:18]1[CH:23]=[CH:22][CH:21]=[C:20]([O:24][CH2:25][CH3:26])[C:19]=1[O:27][CH2:28][CH3:29])[OH:17], predict the reactants needed to synthesize it. The reactants are: [Cl:1][C:2]1[CH:7]=[CH:6][C:5]([NH:8]C(=O)OC(C)(C)C)=[C:4]([CH:16]([C:18]2[CH:23]=[CH:22][CH:21]=[C:20]([O:24][CH2:25][CH3:26])[C:19]=2[O:27][CH2:28][CH3:29])[OH:17])[CH:3]=1.Cl.C(=O)(O)[O-].[Na+]. (3) Given the product [C:22]1([C@H:20]([NH:19][C:18]2[C:13]3[CH:12]=[C:11]([C:8]4[CH:7]=[CH:6][C:5]([C:4]([OH:29])=[O:3])=[CH:10][CH:9]=4)[NH:28][C:14]=3[N:15]=[CH:16][N:17]=2)[CH3:21])[CH:23]=[CH:24][CH:25]=[CH:26][CH:27]=1, predict the reactants needed to synthesize it. The reactants are: C([O:3][C:4](=[O:29])[C:5]1[CH:10]=[CH:9][C:8]([C:11]2[NH:28][C:14]3[N:15]=[CH:16][N:17]=[C:18]([NH:19][C@@H:20]([C:22]4[CH:27]=[CH:26][CH:25]=[CH:24][CH:23]=4)[CH3:21])[C:13]=3[CH:12]=2)=[CH:7][CH:6]=1)C.O.O.[OH-].[Li+].S(=O)(=O)(O)O.